Predict the reaction yield, written as a fraction of the theoretical maximum amount of product (1.0 means a 100% yield; for example, 0.34 means a 34% yield). From a dataset of Reaction yield outcomes from USPTO patents with 853,638 reactions. (1) The reactants are [NH2:1][CH2:2][C:3]#[C:4][CH2:5][OH:6].C(=O)(O)[O-].[Na+].[F:12][C:13]([F:25])([F:24])[S:14][C:15]1[CH:23]=[CH:22][C:18]([C:19](Cl)=[O:20])=[CH:17][CH:16]=1.CCN(CC)CC. The catalyst is C(OCC)(=O)C.O. The product is [OH:6][CH2:5][C:4]#[C:3][CH2:2][NH:1][C:19](=[O:20])[C:18]1[CH:22]=[CH:23][C:15]([S:14][C:13]([F:25])([F:12])[F:24])=[CH:16][CH:17]=1. The yield is 0.350. (2) The reactants are [CH3:1][O:2][C:3]1[CH:4]=[C:5]([C:8]([O:11][CH2:12][C:13]2[C:14]([C:19]3[N:23](COCC[Si](C)(C)C)[N:22]=[CH:21][CH:20]=3)=[N:15][CH:16]=[CH:17][CH:18]=2)=[CH:9][N:10]=1)[CH:6]=[O:7].[ClH:32]. The catalyst is CCO. The product is [ClH:32].[ClH:32].[NH:23]1[C:19]([C:14]2[C:13]([CH2:12][O:11][C:8]3[C:5]([CH:6]=[O:7])=[CH:4][C:3]([O:2][CH3:1])=[N:10][CH:9]=3)=[CH:18][CH:17]=[CH:16][N:15]=2)=[CH:20][CH:21]=[N:22]1. The yield is 0.960. (3) The reactants are [NH2:1][C:2]1[C:9]([O:10][CH3:11])=[CH:8][CH:7]=[CH:6][C:3]=1[CH:4]=O.[NH2:12][C:13](N)=[O:14]. No catalyst specified. The product is [CH3:11][O:10][C:9]1[CH:8]=[CH:7][CH:6]=[C:3]2[C:2]=1[N:1]=[C:13]([OH:14])[N:12]=[CH:4]2. The yield is 0.950. (4) The reactants are [OH:1][C@@:2]([CH3:23])([CH2:14][C:15]1[CH:20]=[CH:19][C:18]([O:21]C)=[CH:17][CH:16]=1)[C:3]([NH:5][C:6]1[CH:11]=[CH:10][C:9]([O:12]C)=[CH:8][CH:7]=1)=[O:4].B(Br)(Br)Br.O.CCOC(C)=O. The catalyst is C(Cl)Cl. The product is [OH:1][C@@:2]([CH3:23])([CH2:14][C:15]1[CH:16]=[CH:17][C:18]([OH:21])=[CH:19][CH:20]=1)[C:3]([NH:5][C:6]1[CH:7]=[CH:8][C:9]([OH:12])=[CH:10][CH:11]=1)=[O:4]. The yield is 0.656. (5) The reactants are [Br:1][C:2]1[CH:7]=[CH:6][C:5]([N:8]2[CH:12]=[C:11]([C:13]([O:15]CC)=[O:14])[N:10]=[C:9]2[C:18]2[CH:23]=[CH:22][C:21]([Cl:24])=[CH:20][C:19]=2[Cl:25])=[CH:4][CH:3]=1.[Li+].[OH-].O.Cl. The catalyst is C1COCC1. The product is [Br:1][C:2]1[CH:3]=[CH:4][C:5]([N:8]2[CH:12]=[C:11]([C:13]([OH:15])=[O:14])[N:10]=[C:9]2[C:18]2[CH:23]=[CH:22][C:21]([Cl:24])=[CH:20][C:19]=2[Cl:25])=[CH:6][CH:7]=1. The yield is 0.860. (6) The product is [CH3:13][O:14][C:3]1[C:8]([N+:9]([O-:11])=[O:10])=[CH:7][C:6]([CH3:12])=[CH:5][N:4]=1. The reactants are [Na].Cl[C:3]1[C:8]([N+:9]([O-:11])=[O:10])=[CH:7][C:6]([CH3:12])=[CH:5][N:4]=1.[CH3:13][OH:14]. No catalyst specified. The yield is 0.920.